Dataset: Full USPTO retrosynthesis dataset with 1.9M reactions from patents (1976-2016). Task: Predict the reactants needed to synthesize the given product. (1) Given the product [OH:36][C:30]([C:32]([F:35])([F:34])[F:33])=[O:31].[F:1][C:2]1[CH:3]=[C:4]([C:8]2[N:13]=[CH:12][C:11]([C:14]([NH:16][C@H:17]3[C@@H:21]([OH:22])[CH2:20][NH:19][CH2:18]3)=[O:15])=[CH:10][N:9]=2)[CH:5]=[CH:6][CH:7]=1, predict the reactants needed to synthesize it. The reactants are: [F:1][C:2]1[CH:3]=[C:4]([C:8]2[N:13]=[CH:12][C:11]([C:14]([NH:16][C@H:17]3[C@@H:21]([OH:22])[CH2:20][N:19](C(OC(C)(C)C)=O)[CH2:18]3)=[O:15])=[CH:10][N:9]=2)[CH:5]=[CH:6][CH:7]=1.[C:30]([OH:36])([C:32]([F:35])([F:34])[F:33])=[O:31]. (2) Given the product [C:1]([O:5][C:6](=[O:18])[C@@H:7]([N:10]1[CH:15]=[CH:14][CH:13]=[C:12]([NH:16][C:26](=[O:28])[CH3:27])[C:11]1=[O:17])[CH2:8][CH3:9])([CH3:2])([CH3:3])[CH3:4], predict the reactants needed to synthesize it. The reactants are: [C:1]([O:5][C:6](=[O:18])[C@@H:7]([N:10]1[CH:15]=[CH:14][CH:13]=[C:12]([NH2:16])[C:11]1=[O:17])[CH2:8][CH3:9])([CH3:4])([CH3:3])[CH3:2].C(N(CC)CC)C.[C:26](OC(=O)C)(=[O:28])[CH3:27]. (3) Given the product [CH2:1]([O:3][C:4]([CH:5]1[CH2:6][CH:7]=[C:11]([CH3:12])[CH2:10]1)=[O:13])[CH3:2], predict the reactants needed to synthesize it. The reactants are: [CH2:1]([O:3][C:4](=[O:13])[CH:5]([CH2:10][CH:11]=[CH2:12])[CH2:6][C:7](C)=C)[CH3:2].